Dataset: Full USPTO retrosynthesis dataset with 1.9M reactions from patents (1976-2016). Task: Predict the reactants needed to synthesize the given product. (1) Given the product [OH:17][NH:16][C:19]1[N:24]=[CH:23][C:22]([C:25]2[CH:33]=[CH:32][C:28]([C:29]([NH:12][CH2:11][C:10]3[CH:9]=[N:8][C:7]([CH3:13])=[C:6]4[O:14][C:2]([CH3:15])([CH3:1])[O:3][CH2:4][C:5]=34)=[O:30])=[CH:27][CH:26]=2)=[CH:21][CH:20]=1, predict the reactants needed to synthesize it. The reactants are: [CH3:1][C:2]1([CH3:15])[O:14][C:6]2=[C:7]([CH3:13])[N:8]=[CH:9][C:10]([CH2:11][NH2:12])=[C:5]2[CH2:4][O:3]1.[N+:16]([C:19]1[N:24]=[CH:23][C:22]([C:25]2[CH:33]=[CH:32][C:28]([C:29](O)=[O:30])=[CH:27][CH:26]=2)=[CH:21][CH:20]=1)([O-])=[O:17]. (2) Given the product [OH:34][CH:32]([CH3:33])[CH2:31][NH:30][C:27]([C:3]1[C:2]([F:1])=[CH:26][C:6]2[N:7]([CH3:25])[C:8]([NH:10][C:11]3[S:12][C:13]4[CH:19]=[C:18]([O:20][C:21]([F:24])([F:23])[F:22])[CH:17]=[CH:16][C:14]=4[N:15]=3)=[N:9][C:5]=2[CH:4]=1)=[O:29], predict the reactants needed to synthesize it. The reactants are: [F:1][C:2]1[C:3]([C:27]([OH:29])=O)=[CH:4][C:5]2[N:9]=[C:8]([NH:10][C:11]3[S:12][C:13]4[CH:19]=[C:18]([O:20][C:21]([F:24])([F:23])[F:22])[CH:17]=[CH:16][C:14]=4[N:15]=3)[N:7]([CH3:25])[C:6]=2[CH:26]=1.[NH2:30][CH2:31][CH:32]([OH:34])[CH3:33].CN(C(ON1N=NC2C=CC=CC1=2)=[N+](C)C)C.F[P-](F)(F)(F)(F)F.CCN(C(C)C)C(C)C.